This data is from Catalyst prediction with 721,799 reactions and 888 catalyst types from USPTO. The task is: Predict which catalyst facilitates the given reaction. (1) Reactant: [Cl:1][C:2]1[CH:12]=[CH:11][C:5]2[CH2:6][CH2:7][NH:8][CH2:9][CH2:10][C:4]=2[C:3]=1[CH2:13][S:14][C:15]1[S:19][C:18]([NH:20][CH2:21][CH:22]2[CH2:24][CH2:23]2)=[N:17][CH:16]=1.[C:25]([OH:32])(=[O:31])[CH2:26][CH2:27][C:28]([OH:30])=[O:29]. Product: [C:25]([OH:32])(=[O:31])[CH2:26][CH2:27][C:28]([OH:30])=[O:29].[Cl:1][C:2]1[CH:12]=[CH:11][C:5]2[CH2:6][CH2:7][NH:8][CH2:9][CH2:10][C:4]=2[C:3]=1[CH2:13][S:14][C:15]1[S:19][C:18]([NH:20][CH2:21][CH:22]2[CH2:24][CH2:23]2)=[N:17][CH:16]=1. The catalyst class is: 8. (2) Reactant: [O:1]1[C:5]2[CH:6]=[CH:7][CH:8]=[CH:9][C:4]=2[CH:3]=[C:2]1[CH2:10][CH2:11][CH2:12][N:13]1[CH2:22][CH2:21][C:16]2(OCC[O:17]2)[CH2:15][CH2:14]1.S(=O)(=O)(O)O. Product: [O:1]1[C:5]2[CH:6]=[CH:7][CH:8]=[CH:9][C:4]=2[CH:3]=[C:2]1[CH2:10][CH2:11][CH2:12][N:13]1[CH2:14][CH2:15][C:16](=[O:17])[CH2:21][CH2:22]1. The catalyst class is: 7.